This data is from Full USPTO retrosynthesis dataset with 1.9M reactions from patents (1976-2016). The task is: Predict the reactants needed to synthesize the given product. (1) Given the product [C:1]1([S:7]([N:10]2[C:14]3[N:15]=[CH:16][N:17]=[C:18]([N:42]4[CH2:43][CH2:44][CH:39]([C:37]5[NH:38][C:34]([C:31]6[CH:30]=[CH:29][C:28]([CH3:49])=[CH:33][CH:32]=6)=[C:35]([C:45]([F:46])([F:47])[F:48])[N:36]=5)[CH2:40][CH2:41]4)[C:13]=3[CH:12]=[C:11]2[C:20]2[CH:25]=[CH:24][N:23]=[C:22]([O:26][CH3:27])[CH:21]=2)(=[O:9])=[O:8])[CH:6]=[CH:5][CH:4]=[CH:3][CH:2]=1, predict the reactants needed to synthesize it. The reactants are: [C:1]1([S:7]([N:10]2[C:14]3[N:15]=[CH:16][N:17]=[C:18](Cl)[C:13]=3[CH:12]=[C:11]2[C:20]2[CH:25]=[CH:24][N:23]=[C:22]([O:26][CH3:27])[CH:21]=2)(=[O:9])=[O:8])[CH:6]=[CH:5][CH:4]=[CH:3][CH:2]=1.[C:28]1([CH3:49])[CH:33]=[CH:32][C:31]([C:34]2[NH:38][C:37]([CH:39]3[CH2:44][CH2:43][NH:42][CH2:41][CH2:40]3)=[N:36][C:35]=2[C:45]([F:48])([F:47])[F:46])=[CH:30][CH:29]=1.C(#N)C. (2) Given the product [O:37]1[C:36]2[CH:35]=[CH:34][C:32]([NH:33][S:20]([C:18]3[CH:19]=[C:14]([Cl:13])[CH:15]=[CH:16][C:17]=3[C:24]([F:27])([F:26])[F:25])(=[O:22])=[O:21])=[CH:31][C:30]=2[O:29][CH2:28]1, predict the reactants needed to synthesize it. The reactants are: BrC1C=CC(Cl)=C(S(Cl)(=O)=O)C=1.[Cl:13][C:14]1[CH:15]=[CH:16][C:17]([C:24]([F:27])([F:26])[F:25])=[C:18]([S:20](Cl)(=[O:22])=[O:21])[CH:19]=1.[CH2:28]1[O:37][C:36]2[CH:35]=[CH:34][C:32]([NH2:33])=[CH:31][C:30]=2[O:29]1. (3) Given the product [Br:1][CH2:2][CH2:3][CH2:4][O:5][CH:7]1[CH2:8][CH2:9][CH2:10][CH2:11][O:6]1, predict the reactants needed to synthesize it. The reactants are: [Br:1][CH2:2][CH2:3][CH2:4][OH:5].[O:6]1[CH:11]=[CH:10][CH2:9][CH2:8][CH2:7]1. (4) Given the product [S:11]1[CH:12]=[CH:13][CH:14]=[C:10]1[CH2:9][O:8][C:4]1[N:3]=[C:2]([N:15]2[CH2:20][CH2:19][NH:18][CH2:17][CH2:16]2)[CH:7]=[CH:6][CH:5]=1, predict the reactants needed to synthesize it. The reactants are: Cl[C:2]1[CH:7]=[CH:6][CH:5]=[C:4]([O:8][CH2:9][C:10]2[S:11][CH:12]=[CH:13][CH:14]=2)[N:3]=1.[NH:15]1[CH2:20][CH2:19][NH:18][CH2:17][CH2:16]1.C([O-])([O-])=O.[K+].[K+].